Dataset: Full USPTO retrosynthesis dataset with 1.9M reactions from patents (1976-2016). Task: Predict the reactants needed to synthesize the given product. (1) Given the product [ClH:39].[ClH:60].[C:2]1([CH:8]([C:40]2[CH:41]=[CH:42][CH:43]=[CH:44][CH:45]=2)[CH2:9][N:10]([CH2:11][CH2:12][CH2:13][O:14][C:15]2[CH:20]=[CH:19][CH:18]=[C:26]([CH2:53][C:54]([CH3:56])([NH2:48])[CH3:55])[CH:16]=2)[CH2:28][C:29]2[CH:34]=[CH:33][CH:32]=[C:31]([C:35]([F:38])([F:36])[F:37])[C:30]=2[Cl:39])[CH:7]=[CH:6][CH:5]=[CH:4][CH:3]=1, predict the reactants needed to synthesize it. The reactants are: Cl.[C:2]1([CH:8]([C:40]2[CH:45]=[CH:44][CH:43]=[CH:42][CH:41]=2)[CH2:9][N:10]([CH2:28][C:29]2[CH:34]=[CH:33][CH:32]=[C:31]([C:35]([F:38])([F:37])[F:36])[C:30]=2[Cl:39])[CH2:11][CH2:12][CH2:13][O:14][C:15]2[C:16](C)([CH3:26])C(C(C)C(O)=O)[CH:18]=[CH:19][CH:20]=2)[CH:7]=[CH:6][CH:5]=[CH:4][CH:3]=1.CC[N:48](CC)CC.[CH2:53](OC([Cl:60])=O)[CH:54]([CH3:56])[CH3:55].[N-]=[N+]=[N-].[Na+]. (2) The reactants are: [CH3:1][C:2]1[N:7]=[C:6]([CH:8]=[O:9])[CH:5]=[CH:4][CH:3]=1.[CH3:10][Mg]Br. Given the product [CH3:1][C:2]1[N:7]=[C:6]([CH:8]([OH:9])[CH3:10])[CH:5]=[CH:4][CH:3]=1, predict the reactants needed to synthesize it. (3) Given the product [Cl:18][C:7]1[N:6]=[C:5]2[C:10]([N:11]=[C:3]([CH2:2][P:22](=[O:25])([O:23][CH3:24])[O:21][CH3:20])[N:4]2[CH3:19])=[C:9]([N:12]2[CH2:17][CH2:16][O:15][CH2:14][CH2:13]2)[N:8]=1, predict the reactants needed to synthesize it. The reactants are: Br[CH2:2][C:3]1[N:4]([CH3:19])[C:5]2[C:10]([N:11]=1)=[C:9]([N:12]1[CH2:17][CH2:16][O:15][CH2:14][CH2:13]1)[N:8]=[C:7]([Cl:18])[N:6]=2.[CH3:20][O:21][P:22]([O:25]C)[O:23][CH3:24].